This data is from Full USPTO retrosynthesis dataset with 1.9M reactions from patents (1976-2016). The task is: Predict the reactants needed to synthesize the given product. (1) Given the product [CH2:22]([C:19]1[CH:20]=[CH:21][C:16]([C:8]2[C:7]([CH2:6][O:5][C:30]3[C:29]([F:32])=[CH:28][C:27]([CH2:33][CH:34]([CH3:40])[C:35]([OH:37])=[O:36])=[CH:26][C:25]=3[F:24])=[C:11]([C:12]([F:15])([F:14])[F:13])[S:10][N:9]=2)=[CH:17][CH:18]=1)[CH3:23], predict the reactants needed to synthesize it. The reactants are: CS([O:5][CH2:6][C:7]1[C:8]([C:16]2[CH:21]=[CH:20][C:19]([CH2:22][CH3:23])=[CH:18][CH:17]=2)=[N:9][S:10][C:11]=1[C:12]([F:15])([F:14])[F:13])(=O)=O.[F:24][C:25]1[CH:26]=[C:27]([CH2:33][CH:34]([CH3:40])[C:35]([O:37]CC)=[O:36])[CH:28]=[C:29]([F:32])[C:30]=1O. (2) Given the product [C:1]([O:5][C:6]([NH:8][CH:9]([CH2:13][CH2:14][CH:15]([S:25][S:34][CH3:33])[CH2:16][NH:17][C:18]([O:20][C:21]([CH3:24])([CH3:23])[CH3:22])=[O:19])[C:10]([OH:12])=[O:11])=[O:7])([CH3:4])([CH3:3])[CH3:2], predict the reactants needed to synthesize it. The reactants are: [C:1]([O:5][C:6]([NH:8][CH:9]([CH2:13][CH2:14][CH:15]([SH:25])[CH2:16][NH:17][C:18]([O:20][C:21]([CH3:24])([CH3:23])[CH3:22])=[O:19])[C:10]([OH:12])=[O:11])=[O:7])([CH3:4])([CH3:3])[CH3:2].C(N(CC)CC)C.[CH3:33][S:34](=O)(SC)=O. (3) Given the product [Cl:1][C:2]1[CH:3]=[C:4]([S:8][C:9]2[C:13]3[CH:14]=[CH:15][CH:16]=[CH:17][C:12]=3[S:11][C:10]=2[NH2:18])[CH:5]=[CH:6][CH:7]=1, predict the reactants needed to synthesize it. The reactants are: [Cl:1][C:2]1[CH:3]=[C:4]([S:8][C:9]2[C:13]3[CH:14]=[CH:15][CH:16]=[CH:17][C:12]=3[S:11][C:10]=2[N+:18]([O-])=O)[CH:5]=[CH:6][CH:7]=1. (4) The reactants are: [C:1]([O:5][C:6]([N:8]1[CH2:12][CH2:11][CH2:10][C@H:9]1[C:13]([OH:15])=[O:14])=[O:7])([CH3:4])([CH3:3])[CH3:2].N12CCCN=C1CCCCC2.Br[CH2:28][C:29]([C:31]1[CH:36]=[CH:35][CH:34]=[CH:33][CH:32]=1)=[O:30]. Given the product [O:30]=[C:29]([C:31]1[CH:36]=[CH:35][CH:34]=[CH:33][CH:32]=1)[CH2:28][O:14][C:13]([C@@H:9]1[CH2:10][CH2:11][CH2:12][N:8]1[C:6]([O:5][C:1]([CH3:4])([CH3:2])[CH3:3])=[O:7])=[O:15], predict the reactants needed to synthesize it. (5) Given the product [CH:17]([O:20][C:21]([N:23]1[CH2:29][CH2:28][CH2:27][CH:26]([NH:7][CH2:6][C:5]2[CH:4]=[C:3]([C:2]([F:15])([F:16])[F:1])[CH:10]=[C:9]([C:11]([F:14])([F:12])[F:13])[CH:8]=2)[C:25]2[C:31]([CH3:35])=[CH:32][CH:33]=[CH:34][C:24]1=2)=[O:22])([CH3:19])[CH3:18], predict the reactants needed to synthesize it. The reactants are: [F:1][C:2]([F:16])([F:15])[C:3]1[CH:4]=[C:5]([CH:8]=[C:9]([C:11]([F:14])([F:13])[F:12])[CH:10]=1)[CH2:6][NH2:7].[CH:17]([O:20][C:21]([N:23]1[CH2:29][CH2:28][CH2:27][C:26](=O)[C:25]2[C:31]([CH3:35])=[CH:32][CH:33]=[CH:34][C:24]1=2)=[O:22])([CH3:19])[CH3:18].[BH4-].[Na+].[OH-].[Na+]. (6) Given the product [Cl:17][C:18]1[CH:32]=[CH:31][C:21]([O:22][CH2:23][CH2:24][CH2:25][CH2:26][CH2:27][CH:28]([NH:30][C:4]2[C:5](=[O:16])[C:6](=[O:15])[C:7]=2[NH:8][C:9]2[CH:10]=[N:11][CH:12]=[CH:13][CH:14]=2)[CH3:29])=[CH:20][CH:19]=1, predict the reactants needed to synthesize it. The reactants are: C(O[C:4]1[C:5](=[O:16])[C:6](=[O:15])[C:7]=1[NH:8][C:9]1[CH:10]=[N:11][CH:12]=[CH:13][CH:14]=1)C.[Cl:17][C:18]1[CH:32]=[CH:31][C:21]([O:22][CH2:23][CH2:24][CH2:25][CH2:26][CH2:27][CH:28]([NH2:30])[CH3:29])=[CH:20][CH:19]=1.CCO.CC#N.